From a dataset of Reaction yield outcomes from USPTO patents with 853,638 reactions. Predict the reaction yield, written as a fraction of the theoretical maximum amount of product (1.0 means a 100% yield; for example, 0.34 means a 34% yield). (1) The reactants are OS(O)(=O)=O.Cl[CH2:7][CH2:8][C:9]([C:11]1[CH:12]=[CH:13][C:14]2[N:15]([CH2:29][CH2:30][CH2:31][N:32]([CH2:45][CH3:46])[S:33]([C:36]3[CH:41]=[CH:40][CH:39]=[CH:38][C:37]=3[N+:42]([O-:44])=[O:43])(=[O:35])=[O:34])[C:16]3[C:21]([C:22]=2[CH:23]=1)=[CH:20][C:19]([C:24](=[O:28])[CH2:25][CH2:26]Cl)=[CH:18][CH:17]=3)=[O:10]. The catalyst is C(Cl)Cl.C(OCC)(=O)C. The product is [O:28]=[C:24]1[C:19]2[CH:18]=[CH:17][C:16]3[N:15]([CH2:29][CH2:30][CH2:31][N:32]([CH2:45][CH3:46])[S:33]([C:36]4[CH:41]=[CH:40][CH:39]=[CH:38][C:37]=4[N+:42]([O-:44])=[O:43])(=[O:34])=[O:35])[C:14]4[CH:13]=[CH:12][C:11]5[C:9](=[O:10])[CH2:8][CH2:7][C:23]=5[C:22]=4[C:21]=3[C:20]=2[CH2:26][CH2:25]1. The yield is 0.230. (2) The reactants are Cl[C:2]1[N:7]=[C:6]([C:8]2[N:12]3[CH:13]=[CH:14][CH:15]=[CH:16][C:11]3=[N:10][C:9]=2[C:17]2[CH:18]=[CH:19][C:20]([O:34][CH3:35])=[C:21]([CH:33]=2)[C:22]([NH:24][C:25]2[C:30]([F:31])=[CH:29][CH:28]=[CH:27][C:26]=2[F:32])=[O:23])[CH:5]=[CH:4][N:3]=1.[CH3:36][C:37]1[C:38]([CH:46]2[CH2:51][CH2:50][N:49]([CH2:52][CH2:53][CH3:54])[CH2:48][CH2:47]2)=[CH:39][C:40]([O:44][CH3:45])=[C:41]([CH:43]=1)[NH2:42].C1(C)C=CC(S(O)(=O)=O)=CC=1.C[O-].[Na+]. The catalyst is C(Cl)Cl.CC(O)C. The product is [F:32][C:26]1[CH:27]=[CH:28][CH:29]=[C:30]([F:31])[C:25]=1[NH:24][C:22](=[O:23])[C:21]1[CH:33]=[C:17]([C:9]2[N:10]=[C:11]3[CH:16]=[CH:15][CH:14]=[CH:13][N:12]3[C:8]=2[C:6]2[CH:5]=[CH:4][N:3]=[C:2]([NH:42][C:41]3[CH:43]=[C:37]([CH3:36])[C:38]([CH:46]4[CH2:51][CH2:50][N:49]([CH2:52][CH2:53][CH3:54])[CH2:48][CH2:47]4)=[CH:39][C:40]=3[O:44][CH3:45])[N:7]=2)[CH:18]=[CH:19][C:20]=1[O:34][CH3:35]. The yield is 0.690. (3) The reactants are [CH3:1][O:2][C:3]1[CH:4]=[C:5]([CH:29]=[C:30]([O:33][CH3:34])[C:31]=1[CH3:32])[C:6]([NH:8][CH2:9][C:10]1[CH:15]=[CH:14][C:13]([C:16]2[N:20]=[C:19]([CH3:21])[O:18][N:17]=2)=[CH:12][C:11]=1[NH:22]C(=O)C(F)(F)F)=[O:7].[CH2:35](I)[CH:36]([CH3:38])[CH3:37].C(=O)([O-])[O-].[K+].[K+]. The catalyst is CN(C=O)C.C(OCC)(=O)C.CO.O. The product is [CH2:35]([NH:22][C:11]1[CH:12]=[C:13]([C:16]2[N:20]=[C:19]([CH3:21])[O:18][N:17]=2)[CH:14]=[CH:15][C:10]=1[CH2:9][NH:8][C:6](=[O:7])[C:5]1[CH:29]=[C:30]([O:33][CH3:34])[C:31]([CH3:32])=[C:3]([O:2][CH3:1])[CH:4]=1)[CH:36]([CH3:38])[CH3:37]. The yield is 0.540. (4) The reactants are [CH3:1][CH2:2][CH2:3][CH2:4][CH2:5][CH2:6][CH2:7][CH2:8][CH2:9][CH2:10][CH2:11][CH2:12][O:13][C:14]([CH:16]([N:18]([CH3:20])[CH3:19])[CH3:17])=[O:15].[C:21]([OH:28])(=[O:27])/[CH:22]=[CH:23]\[C:24]([OH:26])=[O:25]. The catalyst is CO. The product is [C:21]([OH:28])(=[O:27])/[CH:22]=[CH:23]\[C:24]([OH:26])=[O:25].[CH3:19][N:18]([CH3:20])[CH:16]([CH3:17])[C:14]([O:13][CH2:12][CH2:11][CH2:10][CH2:9][CH2:8][CH2:7][CH2:6][CH2:5][CH2:4][CH2:3][CH2:2][CH3:1])=[O:15]. The yield is 0.986. (5) The reactants are [NH2:1][C:2]1([CH2:19][O:20][CH2:21][C:22]#[N:23])[C:15]2[C:10](=[N:11][CH:12]=[C:13]([Cl:16])[CH:14]=2)[O:9][C:8]2[C:3]1=[CH:4][C:5]([Br:18])=[C:6]([F:17])[CH:7]=2.C[Al](C)C. The catalyst is CC1OCCC1. The product is [Br:18][C:5]1[CH:4]=[C:3]2[C:2]3([N:1]=[C:22]([NH2:23])[CH2:21][O:20][CH2:19]3)[C:15]3[C:10](=[N:11][CH:12]=[C:13]([Cl:16])[CH:14]=3)[O:9][C:8]2=[CH:7][C:6]=1[F:17]. The yield is 0.310. (6) The reactants are [C:1]1([CH:7]([C:13]2[CH:18]=[CH:17][CH:16]=[CH:15][CH:14]=2)[N:8]2[CH2:11][CH:10]([OH:12])[CH2:9]2)[CH:6]=[CH:5][CH:4]=[CH:3][CH:2]=1.C(N(CC)CC)C.O.C(OCC)(=O)C. The catalyst is CS(C)=O. The product is [CH:7]([N:8]1[CH2:11][C:10](=[O:12])[CH2:9]1)([C:13]1[CH:18]=[CH:17][CH:16]=[CH:15][CH:14]=1)[C:1]1[CH:2]=[CH:3][CH:4]=[CH:5][CH:6]=1. The yield is 0.860.